This data is from Reaction yield outcomes from USPTO patents with 853,638 reactions. The task is: Predict the reaction yield, written as a fraction of the theoretical maximum amount of product (1.0 means a 100% yield; for example, 0.34 means a 34% yield). The reactants are [F:1][C:2]1[CH:7]=[CH:6][C:5]([CH2:8][CH:9]([C:13]2[CH:18]=[CH:17][CH:16]=[C:15]([S:19]([CH3:22])(=[O:21])=[O:20])[CH:14]=2)[C:10]([OH:12])=O)=[CH:4][CH:3]=1.[NH2:23][C:24]1[O:25][C:26]2[CH:32]=[CH:31][CH:30]=[CH:29][C:27]=2[N:28]=1.CCN=C=NCCCN(C)C.Cl. The catalyst is C(Cl)Cl.CN(C1C=CN=CC=1)C. The product is [O:25]1[C:26]2[CH:32]=[CH:31][CH:30]=[CH:29][C:27]=2[N:28]=[C:24]1[NH:23][C:10](=[O:12])[CH:9]([C:13]1[CH:18]=[CH:17][CH:16]=[C:15]([S:19]([CH3:22])(=[O:21])=[O:20])[CH:14]=1)[CH2:8][C:5]1[CH:4]=[CH:3][C:2]([F:1])=[CH:7][CH:6]=1. The yield is 0.230.